Dataset: NCI-60 drug combinations with 297,098 pairs across 59 cell lines. Task: Regression. Given two drug SMILES strings and cell line genomic features, predict the synergy score measuring deviation from expected non-interaction effect. (1) Drug 1: C1CN(CCN1C(=O)CCBr)C(=O)CCBr. Drug 2: CC(C)CN1C=NC2=C1C3=CC=CC=C3N=C2N. Cell line: MDA-MB-231. Synergy scores: CSS=17.9, Synergy_ZIP=-2.06, Synergy_Bliss=2.94, Synergy_Loewe=3.13, Synergy_HSA=3.10. (2) Drug 1: CN(C)C1=NC(=NC(=N1)N(C)C)N(C)C. Drug 2: CC1=C2C(C(=O)C3(C(CC4C(C3C(C(C2(C)C)(CC1OC(=O)C(C(C5=CC=CC=C5)NC(=O)OC(C)(C)C)O)O)OC(=O)C6=CC=CC=C6)(CO4)OC(=O)C)O)C)O. Cell line: COLO 205. Synergy scores: CSS=24.0, Synergy_ZIP=-2.31, Synergy_Bliss=-5.62, Synergy_Loewe=-58.1, Synergy_HSA=-9.69. (3) Drug 2: C1=NC2=C(N1)C(=S)N=CN2. Synergy scores: CSS=33.2, Synergy_ZIP=-7.14, Synergy_Bliss=-3.22, Synergy_Loewe=-5.48, Synergy_HSA=-5.48. Cell line: BT-549. Drug 1: C#CCC(CC1=CN=C2C(=N1)C(=NC(=N2)N)N)C3=CC=C(C=C3)C(=O)NC(CCC(=O)O)C(=O)O. (4) Synergy scores: CSS=14.8, Synergy_ZIP=-0.879, Synergy_Bliss=-4.22, Synergy_Loewe=-0.421, Synergy_HSA=-4.16. Drug 2: CC1CCC2CC(C(=CC=CC=CC(CC(C(=O)C(C(C(=CC(C(=O)CC(OC(=O)C3CCCCN3C(=O)C(=O)C1(O2)O)C(C)CC4CCC(C(C4)OC)O)C)C)O)OC)C)C)C)OC. Drug 1: C1=CC=C(C(=C1)C(C2=CC=C(C=C2)Cl)C(Cl)Cl)Cl. Cell line: OVCAR3. (5) Drug 2: C1=NC2=C(N=C(N=C2N1C3C(C(C(O3)CO)O)F)Cl)N. Synergy scores: CSS=28.1, Synergy_ZIP=-9.06, Synergy_Bliss=-4.11, Synergy_Loewe=-0.586, Synergy_HSA=1.49. Drug 1: COC1=CC(=CC(=C1O)OC)C2C3C(COC3=O)C(C4=CC5=C(C=C24)OCO5)OC6C(C(C7C(O6)COC(O7)C8=CC=CS8)O)O. Cell line: TK-10. (6) Drug 1: C1=CN(C(=O)N=C1N)C2C(C(C(O2)CO)O)O.Cl. Synergy scores: CSS=39.6, Synergy_ZIP=-12.7, Synergy_Bliss=-0.555, Synergy_Loewe=-24.3, Synergy_HSA=3.88. Cell line: KM12. Drug 2: N.N.Cl[Pt+2]Cl. (7) Synergy scores: CSS=0.103, Synergy_ZIP=-0.462, Synergy_Bliss=2.25, Synergy_Loewe=-0.351, Synergy_HSA=0.821. Drug 1: CC1=C(C(=CC=C1)Cl)NC(=O)C2=CN=C(S2)NC3=CC(=NC(=N3)C)N4CCN(CC4)CCO. Cell line: BT-549. Drug 2: COCCOC1=C(C=C2C(=C1)C(=NC=N2)NC3=CC=CC(=C3)C#C)OCCOC.Cl.